This data is from Experimentally validated miRNA-target interactions with 360,000+ pairs, plus equal number of negative samples. The task is: Binary Classification. Given a miRNA mature sequence and a target amino acid sequence, predict their likelihood of interaction. Result: 1 (interaction). The protein sequence of the target gene is MAVPGVGLLTRLNLCARRRTRVQRPIVRLLSCPGTVAKDLRRDEQPSGSVETGFEDKIPKRRFSEMQNERREQAQRTVLIHCPEKISENKFLKYLSQFGPINNHFFYESFGLYAVVEFCQKESIGSLQNGTHTPSTAMETAIPFRSRFFNLKLKNQTSERSRVRSSNQLPRSNKQLFELLCYAESIDDQLNTLLKEFQLTEENTKLRYLTCSLIEDMAAAYFPDCIVRPFGSSVNTFGKLGCDLDMFLDLDETRNLSAHKISGNFLMEFQVKNVPSERIATQKILSVLGECLDHFGPGCV.... The miRNA is hsa-miR-3929 with sequence GAGGCUGAUGUGAGUAGACCACU.